Dataset: Forward reaction prediction with 1.9M reactions from USPTO patents (1976-2016). Task: Predict the product of the given reaction. Given the reactants COC(C1C(C)=CC(C2C=CC=C(C(F)(F)F)C=2)=CN=1)=O.ClC1C=C([C:30]2[CH:31]=[C:32]([CH3:49])[C:33]([C:36]([N:38]3[CH2:43][CH2:42][CH:41]([N:44]4[CH2:48][CH2:47][CH2:46][CH2:45]4)[CH2:40][CH2:39]3)=[O:37])=[N:34][CH:35]=2)C=CC=1Cl.[F:50][C:51]1[CH:52]=[C:53](B(O)O)[CH:54]=[C:55]([C:57]([F:60])([F:59])[F:58])[CH:56]=1.C(=O)([O-])[O-].[Na+].[Na+], predict the reaction product. The product is: [F:50][C:51]1[CH:52]=[C:53]([C:30]2[CH:31]=[C:32]([CH3:49])[C:33]([C:36]([N:38]3[CH2:39][CH2:40][CH:41]([N:44]4[CH2:48][CH2:47][CH2:46][CH2:45]4)[CH2:42][CH2:43]3)=[O:37])=[N:34][CH:35]=2)[CH:54]=[C:55]([C:57]([F:60])([F:59])[F:58])[CH:56]=1.